This data is from CYP2D6 inhibition data for predicting drug metabolism from PubChem BioAssay. The task is: Regression/Classification. Given a drug SMILES string, predict its absorption, distribution, metabolism, or excretion properties. Task type varies by dataset: regression for continuous measurements (e.g., permeability, clearance, half-life) or binary classification for categorical outcomes (e.g., BBB penetration, CYP inhibition). Dataset: cyp2d6_veith. (1) The drug is CS(=O)(=O)N1N=C(c2ccc(Br)cc2)CC1c1ccc2c(c1)OCO2. The result is 1 (inhibitor). (2) The compound is COc1ccc2[nH]cc(CCNc3ccnc(-c4ccoc4)n3)c2c1. The result is 1 (inhibitor). (3) The compound is CC(=O)NC1(c2ccc(F)cc2)CCN(C(=O)Nc2ccc(F)cc2F)CC1. The result is 0 (non-inhibitor). (4) The compound is Cc1ccc(-c2csc3ncnc(NCCN4CCOCC4)c23)cc1. The result is 1 (inhibitor).